Dataset: Reaction yield outcomes from USPTO patents with 853,638 reactions. Task: Predict the reaction yield, written as a fraction of the theoretical maximum amount of product (1.0 means a 100% yield; for example, 0.34 means a 34% yield). (1) The reactants are [C:1]1([C:7]2[N:12]=[C:11]([C:13]3[CH:18]=[CH:17][CH:16]=[CH:15][CH:14]=3)[N:10]=[C:9]([C:19]3[CH:24]=[C:23]([C:25]4[C:26]5[C:31]([C:32]6[CH:33]=[CH:34][CH:35]=[CH:36][C:37]=6[CH:38]=4)=[CH:30][CH:29]=[CH:28][CH:27]=5)[CH:22]=[C:21](B4OC(C)(C)C(C)(C)O4)[CH:20]=3)[N:8]=2)[CH:6]=[CH:5][CH:4]=[CH:3][CH:2]=1.Br[C:49]1[CH:50]=[CH:51][C:52]([CH3:55])=[N:53][CH:54]=1.C(=O)([O-])[O-].[K+].[K+].CO. The catalyst is O1CCOCC1.C([O-])(=O)C.[Pd+2].C([O-])(=O)C.C1(P(C2CCCCC2)C2C=CC=CC=2C2C(C(C)C)=CC(C(C)C)=CC=2C(C)C)CCCCC1.O. The product is [C:13]1([C:11]2[N:12]=[C:7]([C:1]3[CH:6]=[CH:5][CH:4]=[CH:3][CH:2]=3)[N:8]=[C:9]([C:19]3[CH:24]=[C:23]([C:25]4[C:26]5[C:31]([C:32]6[CH:33]=[CH:34][CH:35]=[CH:36][C:37]=6[CH:38]=4)=[CH:30][CH:29]=[CH:28][CH:27]=5)[CH:22]=[C:21]([C:49]4[CH:54]=[N:53][C:52]([CH3:55])=[CH:51][CH:50]=4)[CH:20]=3)[N:10]=2)[CH:14]=[CH:15][CH:16]=[CH:17][CH:18]=1. The yield is 0.940. (2) The yield is 1.00. The product is [CH3:9][O:10][C:11]([C:13]1[C:14]([NH:23][C:24]2[CH:29]=[CH:28][C:27]([CH3:30])=[CH:26][C:25]=2[F:31])=[C:15]([F:22])[C:16]2[N:17]([C:19]([I:1])=[CH:20][N:21]=2)[CH:18]=1)=[O:12]. The reactants are [I:1]N1C(=O)CCC1=O.[CH3:9][O:10][C:11]([C:13]1[C:14]([NH:23][C:24]2[CH:29]=[CH:28][C:27]([CH3:30])=[CH:26][C:25]=2[F:31])=[C:15]([F:22])[C:16]2[N:17]([CH:19]=[CH:20][N:21]=2)[CH:18]=1)=[O:12]. The catalyst is C(#N)C.C(OCC)(=O)C. (3) The reactants are N[C:2]1[S:3][C:4]([C:8]([O:10][CH2:11][CH3:12])=[O:9])=[C:5]([CH3:7])[N:6]=1.P(=O)(O)(O)O.[N+]([O-])(O)=O.N([O-])=O.[Na+].[BrH:26]. The catalyst is O. The product is [Br:26][C:2]1[S:3][C:4]([C:8]([O:10][CH2:11][CH3:12])=[O:9])=[C:5]([CH3:7])[N:6]=1. The yield is 0.710.